Dataset: Full USPTO retrosynthesis dataset with 1.9M reactions from patents (1976-2016). Task: Predict the reactants needed to synthesize the given product. Given the product [CH3:42][Si:43]([CH3:45])([CH3:44])[O:50][C@H:49]1[C@@H:15]([C:16]2[CH:21]=[CH:20][CH:19]=[CH:18][CH:17]=2)[NH:3][C:52]1=[O:53], predict the reactants needed to synthesize it. The reactants are: C[Si](C)(C)[NH:3][Si](C)(C)C.C([Li])CCC.[CH:15](=O)[C:16]1[CH:21]=[CH:20][CH:19]=[CH:18][CH:17]=1.C[Si](C)(C)OC(O[Si](C)(C)C)(O[Si](C)(C)C)C.C=C.[CH3:42][Si:43](Cl)([CH3:45])[CH3:44].CO.[CH2:49]([CH2:52][O:53]C)[O:50]C.